Predict the reactants needed to synthesize the given product. From a dataset of Full USPTO retrosynthesis dataset with 1.9M reactions from patents (1976-2016). (1) Given the product [F:28][C:13]1[C:14]([NH:16][C:17]2[CH:22]=[CH:21][CH:20]=[C:19]([O:23][C:24]([F:27])([F:25])[F:26])[CH:18]=2)=[N:15][C:10]([NH:5][C:4]2[CH:6]=[CH:7][CH:8]=[C:2]([OH:1])[CH:3]=2)=[N:11][CH:12]=1, predict the reactants needed to synthesize it. The reactants are: [OH:1][C:2]1[CH:3]=[C:4]([CH:6]=[CH:7][CH:8]=1)[NH2:5].Cl[C:10]1[N:15]=[C:14]([NH:16][C:17]2[CH:22]=[CH:21][CH:20]=[C:19]([O:23][C:24]([F:27])([F:26])[F:25])[CH:18]=2)[C:13]([F:28])=[CH:12][N:11]=1. (2) Given the product [OH:1][C:2]1[CH:3]=[C:4]([CH:8]2[CH2:13][N:12]3[N:14]=[C:15]([C:19]4[CH:24]=[CH:23][C:22]([O:25][C:26]5[CH:27]=[CH:28][CH:29]=[CH:30][CH:31]=5)=[CH:21][CH:20]=4)[C:16]([C:17]([NH2:18])=[O:36])=[C:11]3[NH:10][CH2:9]2)[CH:5]=[CH:6][CH:7]=1, predict the reactants needed to synthesize it. The reactants are: [OH:1][C:2]1[CH:3]=[C:4]([CH:8]2[CH2:13][N:12]3[N:14]=[C:15]([C:19]4[CH:24]=[CH:23][C:22]([O:25][C:26]5[CH:31]=[CH:30][CH:29]=[CH:28][CH:27]=5)=[CH:21][CH:20]=4)[C:16]([C:17]#[N:18])=[C:11]3[NH:10][CH2:9]2)[CH:5]=[CH:6][CH:7]=1.ClCCC(NC1C=C(C2N3N=C(C4C=CC(OC5C=CC=CC=5)=CC=4)C(C(N)=O)=C3NCC2)C=CC=1)=[O:36]. (3) The reactants are: [CH2:1]([O:5][C:6]1[CH:11]=[CH:10][C:9](/[CH:12]=[CH:13]/[C:14]([O:16][CH2:17][CH2:18][CH2:19][CH2:20][CH2:21][CH2:22][O:23][C:24]2[CH:25]=[C:26]([CH:29]=[C:30]([O:32][CH2:33][CH2:34][CH2:35][CH2:36][CH2:37][CH2:38][O:39][C:40](=[O:56])/[CH:41]=[CH:42]/[C:43]3[CH:48]=[CH:47][C:46]([O:49][CH2:50][CH2:51][CH2:52][CH3:53])=[C:45]([O:54][CH3:55])[CH:44]=3)[CH:31]=2)[CH2:27]O)=[O:15])=[CH:8][C:7]=1[O:57][CH3:58])[CH2:2][CH2:3][CH3:4].[Br:59]C(Br)(Br)Br.C1(P(C2C=CC=CC=2)C2C=CC=CC=2)C=CC=CC=1. Given the product [CH2:1]([O:5][C:6]1[CH:11]=[CH:10][C:9](/[CH:12]=[CH:13]/[C:14]([O:16][CH2:17][CH2:18][CH2:19][CH2:20][CH2:21][CH2:22][O:23][C:24]2[CH:25]=[C:26]([CH:29]=[C:30]([O:32][CH2:33][CH2:34][CH2:35][CH2:36][CH2:37][CH2:38][O:39][C:40](=[O:56])/[CH:41]=[CH:42]/[C:43]3[CH:48]=[CH:47][C:46]([O:49][CH2:50][CH2:51][CH2:52][CH3:53])=[C:45]([O:54][CH3:55])[CH:44]=3)[CH:31]=2)[CH2:27][Br:59])=[O:15])=[CH:8][C:7]=1[O:57][CH3:58])[CH2:2][CH2:3][CH3:4], predict the reactants needed to synthesize it.